Predict the product of the given reaction. From a dataset of Forward reaction prediction with 1.9M reactions from USPTO patents (1976-2016). (1) Given the reactants [Cl:1][C:2]1[CH:3]=[N:4][CH:5]=[C:6]([Cl:24])[C:7]=1[CH2:8][CH:9]([C:11]1[C:16]2[CH2:17][C:18]([CH3:21])([CH3:20])[O:19][C:15]=2[C:14]([O:22][CH3:23])=[CH:13][CH:12]=1)[OH:10].[Cr](Cl)([O-])(=O)=O.[NH+]1C=CC=CC=1, predict the reaction product. The product is: [Cl:1][C:2]1[CH:3]=[N:4][CH:5]=[C:6]([Cl:24])[C:7]=1[CH2:8][C:9]([C:11]1[C:16]2[CH2:17][C:18]([CH3:20])([CH3:21])[O:19][C:15]=2[C:14]([O:22][CH3:23])=[CH:13][CH:12]=1)=[O:10]. (2) Given the reactants [Cl:1][C:2]1[CH:30]=[CH:29][CH:28]=[CH:27][C:3]=1[C:4]([NH:6][C:7]1[S:22][C:10]2[CH2:11][N:12]([C:15]([O:17][C:18]([CH3:21])([CH3:20])[CH3:19])=[O:16])[CH2:13][CH2:14][C:9]=2[C:8]=1[C:23]([O:25]C)=O)=[O:5].[NH3:31], predict the reaction product. The product is: [C:23]([C:8]1[C:9]2[CH2:14][CH2:13][N:12]([C:15]([O:17][C:18]([CH3:21])([CH3:20])[CH3:19])=[O:16])[CH2:11][C:10]=2[S:22][C:7]=1[NH:6][C:4](=[O:5])[C:3]1[CH:27]=[CH:28][CH:29]=[CH:30][C:2]=1[Cl:1])(=[O:25])[NH2:31]. (3) Given the reactants [CH2:1]([O:8][C:9](=[O:21])[NH:10][C:11]1[CH:20]=[CH:19][C:14]2[C:15]([CH3:18])=[N:16][O:17][C:13]=2[CH:12]=1)[C:2]1C=CC=C[CH:3]=1.[CH2:22]([Li])CCC.[C:27]([O:32]C[C@@H]1OC1)(=[O:31])[CH2:28][CH2:29][CH3:30], predict the reaction product. The product is: [OH:31][CH2:3][C@@H:2]1[CH2:1][O:8][C:9](=[O:21])[N:10]1[C:11]1[CH:20]=[CH:19][C:14]2[C:15]([CH3:18])=[N:16][O:17][C:13]=2[CH:12]=1.[CH3:18][C:15]1[C:14]2[CH:19]=[CH:20][C:11]([N:10]3[CH2:22][C@H:1]([CH2:2][O:32][C:27](=[O:31])[CH2:28][CH2:29][CH3:30])[O:8][C:9]3=[O:21])=[CH:12][C:13]=2[O:17][N:16]=1. (4) Given the reactants [NH3:1].CO[C:4]([C@@H:6]1[O:10][C:9](=[O:11])[N:8]([C:12]2[CH:13]=[C:14]3[C:18](=[CH:19][CH:20]=2)[N:17]([CH:21]2[CH2:24][CH2:23][CH2:22]2)[C:16](=[O:25])[CH2:15]3)[CH2:7]1)=[O:5], predict the reaction product. The product is: [CH:21]1([N:17]2[C:18]3[C:14](=[CH:13][C:12]([N:8]4[CH2:7][C@H:6]([C:4]([NH2:1])=[O:5])[O:10][C:9]4=[O:11])=[CH:20][CH:19]=3)[CH2:15][C:16]2=[O:25])[CH2:24][CH2:23][CH2:22]1. (5) Given the reactants [CH:1]1([C:7]2[CH:15]=[CH:14][C:10]([C:11]([OH:13])=O)=[CH:9][CH:8]=2)[CH2:6][CH2:5][CH2:4][CH2:3][CH2:2]1.C(Cl)(=O)C(Cl)=O.[CH:22]1[C:32]2[CH2:31][NH:30][C:29]3[CH:33]=[CH:34][CH:35]=[CH:36][C:28]=3[NH:27][C:26]=2[CH:25]=[CH:24][CH:23]=1.C(N(CC)C(C)C)(C)C.C1(C2C=CC(C(Cl)=O)=CC=2)CCCCC1, predict the reaction product. The product is: [CH:1]1([C:7]2[CH:8]=[CH:9][C:10]([C:11]([N:30]3[CH2:31][C:32]4[CH:22]=[CH:23][CH:24]=[CH:25][C:26]=4[NH:27][C:28]4[CH:36]=[CH:35][CH:34]=[CH:33][C:29]3=4)=[O:13])=[CH:14][CH:15]=2)[CH2:2][CH2:3][CH2:4][CH2:5][CH2:6]1. (6) Given the reactants Br[C:2]1[CH:7]=[CH:6][C:5]([C:8]([F:11])([F:10])[F:9])=[CH:4][CH:3]=1.[CH2:12]([OH:15])[C:13]#[CH:14], predict the reaction product. The product is: [F:9][C:8]([F:11])([F:10])[C:5]1[CH:6]=[CH:7][C:2]([C:14]#[C:13][CH2:12][OH:15])=[CH:3][CH:4]=1. (7) The product is: [Br:23][C:24]1[CH:25]=[C:26]([N:30]2[C:12]3[CH2:11][CH2:10][N:9]([C:14]([O:16][C:17]([CH3:20])([CH3:19])[CH3:18])=[O:15])[CH2:8][C:7]=3[C:5]([C:4]([O:3][CH2:1][CH3:2])=[O:21])=[N:31]2)[CH:27]=[CH:28][CH:29]=1. Given the reactants [CH2:1]([O:3][C:4](=[O:21])[C:5]([CH:7]1[C:12](=O)[CH2:11][CH2:10][N:9]([C:14]([O:16][C:17]([CH3:20])([CH3:19])[CH3:18])=[O:15])[CH2:8]1)=O)[CH3:2].Cl.[Br:23][C:24]1[CH:25]=[C:26]([NH:30][NH2:31])[CH:27]=[CH:28][CH:29]=1, predict the reaction product. (8) Given the reactants [NH2:1][C:2]1[N:7]=[C:6]([NH:8][CH2:9][CH2:10][NH:11][C:12](=[O:15])[CH:13]=[CH2:14])[CH:5]=[CH:4][CH:3]=1.Br[C:17]1[C:18](=[O:25])[N:19]([CH3:24])[CH:20]=[C:21]([Br:23])[CH:22]=1.C([O-])([O-])=O.[Cs+].[Cs+], predict the reaction product. The product is: [Br:23][C:21]1[CH:22]=[C:17]([NH:1][C:2]2[N:7]=[C:6]([NH:8][CH2:9][CH2:10][NH:11][C:12](=[O:15])[CH:13]=[CH2:14])[CH:5]=[CH:4][CH:3]=2)[C:18](=[O:25])[N:19]([CH3:24])[CH:20]=1. (9) The product is: [Br:12][C:13]1[CH:14]=[CH:15][C:16]([C:19]([F:20])([F:21])[F:22])=[CH:17][C:18]=1[N:7]1[CH:11]=[CH:10][N:9]=[CH:8]1. Given the reactants CC(C)([O-])C.[K+].[NH:7]1[CH:11]=[CH:10][N:9]=[CH:8]1.[Br:12][C:13]1[CH:18]=[CH:17][C:16]([C:19]([F:22])([F:21])[F:20])=[CH:15][C:14]=1F, predict the reaction product. (10) Given the reactants C1(C)C=CC(S(O)(=O)=O)=CC=1.[C:12]([C:15]1([C:21]2[CH:26]=[CH:25][CH:24]=[CH:23][CH:22]=2)[CH2:20][CH2:19][NH:18][CH2:17][CH2:16]1)([OH:14])=[O:13].[OH-].[Na+].O.Cl[C:31]([O:33][CH2:34][C:35]1[CH:40]=[CH:39][CH:38]=[CH:37][CH:36]=1)=[O:32], predict the reaction product. The product is: [CH2:34]([O:33][C:31]([N:18]1[CH2:17][CH2:16][C:15]([C:12]([OH:14])=[O:13])([C:21]2[CH:26]=[CH:25][CH:24]=[CH:23][CH:22]=2)[CH2:20][CH2:19]1)=[O:32])[C:35]1[CH:40]=[CH:39][CH:38]=[CH:37][CH:36]=1.